Dataset: Full USPTO retrosynthesis dataset with 1.9M reactions from patents (1976-2016). Task: Predict the reactants needed to synthesize the given product. (1) Given the product [F:57][C:56]([F:59])([F:58])[C:54]([OH:60])=[O:55].[NH2:8][CH:9]([CH2:13][C:14]1[CH:15]=[CH:16][C:17]([C:20]#[N:21])=[CH:18][CH:19]=1)[C:10]([N:22]1[CH2:26][CH2:25][CH2:24][CH2:23]1)=[O:12], predict the reactants needed to synthesize it. The reactants are: C([NH:8][CH:9]([CH2:13][C:14]1[CH:19]=[CH:18][C:17]([C:20]#[N:21])=[CH:16][CH:15]=1)[C:10]([OH:12])=O)(OC(C)(C)C)=O.[NH:22]1[CH2:26][CH2:25][CH2:24][CH2:23]1.F[P-](F)(F)(F)(F)F.N1(O[P+](N(C)C)(N(C)C)N(C)C)C2C=CC=CC=2N=N1.[C:54]([OH:60])([C:56]([F:59])([F:58])[F:57])=[O:55]. (2) The reactants are: Br[C:2]1[O:6][C:5]([CH3:7])=[C:4]([CH:8]=[O:9])[CH:3]=1.[CH3:10][O:11][C:12]1[CH:17]=[CH:16][C:15](B(O)O)=[C:14]([CH3:21])[CH:13]=1.C(=O)([O-])[O-].[Na+].[Na+].COCCOC. Given the product [CH3:10][O:11][C:12]1[CH:17]=[CH:16][C:15]([C:2]2[O:6][C:5]([CH3:7])=[C:4]([CH:8]=[O:9])[CH:3]=2)=[C:14]([CH3:21])[CH:13]=1, predict the reactants needed to synthesize it. (3) Given the product [C:5]([C:4]1[CH:3]=[C:2]([N:11]([CH3:10])[C@H:12]([C:14]([OH:16])=[O:15])[CH3:13])[CH:9]=[CH:8][CH:7]=1)#[N:6], predict the reactants needed to synthesize it. The reactants are: I[C:2]1[CH:3]=[C:4]([CH:7]=[CH:8][CH:9]=1)[C:5]#[N:6].[CH3:10][NH:11][C@H:12]([C:14]([OH:16])=[O:15])[CH3:13].C(=O)([O-])[O-].[Cs+].[Cs+].[OH-].[Na+]. (4) Given the product [CH3:1][O:2][C:3]1[CH:4]=[CH:5][C:6]([CH2:7][N:8]2[C:12]3=[N:13][CH:14]=[CH:15][C:16]([N:17]([CH2:18][CH2:19][N:20]4[CH2:25][CH2:24][O:23][CH2:22][CH2:21]4)[C:26]4[CH:31]=[CH:30][C:29]([NH2:32])=[CH:28][C:27]=4[F:35])=[C:11]3[CH:10]=[N:9]2)=[CH:36][CH:37]=1, predict the reactants needed to synthesize it. The reactants are: [CH3:1][O:2][C:3]1[CH:37]=[CH:36][C:6]([CH2:7][N:8]2[C:12]3[N:13]=[CH:14][CH:15]=[C:16]([N:17]([C:26]4[CH:31]=[CH:30][C:29]([N+:32]([O-])=O)=[CH:28][C:27]=4[F:35])[CH2:18][CH2:19][N:20]4[CH2:25][CH2:24][O:23][CH2:22][CH2:21]4)[C:11]=3[CH:10]=[N:9]2)=[CH:5][CH:4]=1. (5) Given the product [CH3:10][C:11]1([CH3:27])[C:15]([CH3:17])([CH3:16])[O:14][B:13]([C:2]2[CH:3]=[C:4]([CH2:7][C:8]#[N:9])[S:5][CH:6]=2)[O:12]1, predict the reactants needed to synthesize it. The reactants are: Br[C:2]1[CH:3]=[C:4]([CH2:7][C:8]#[N:9])[S:5][CH:6]=1.[CH3:10][C:11]1([CH3:27])[C:15]([CH3:17])([CH3:16])[O:14][B:13]([B:13]2[O:14][C:15]([CH3:17])([CH3:16])[C:11]([CH3:27])([CH3:10])[O:12]2)[O:12]1.C([O-])(=O)C.[K+].CN(C=O)C. (6) The reactants are: [CH3:1][S:2][C:3]1[S:7][C:6]2=[N:8][C:9]([C:11]3[O:12][C:13]4[CH:19]=[C:18]([OH:20])[CH:17]=[CH:16][C:14]=4[N:15]=3)=[CH:10][N:5]2[N:4]=1.Cl.Cl[CH2:23][CH2:24][N:25]1[CH2:29][CH2:28][CH2:27][CH2:26]1.C([O-])([O-])=O.[Cs+].[Cs+]. Given the product [CH3:1][S:2][C:3]1[S:7][C:6]2=[N:8][C:9]([C:11]3[O:12][C:13]4[CH:19]=[C:18]([O:20][CH2:23][CH2:24][N:25]5[CH2:29][CH2:28][CH2:27][CH2:26]5)[CH:17]=[CH:16][C:14]=4[N:15]=3)=[CH:10][N:5]2[N:4]=1, predict the reactants needed to synthesize it. (7) Given the product [O:76]=[CH:74][C@@H:73]([C@H:72]([C@@H:71]([C@@H:70]([CH2:69][OH:91])[OH:75])[OH:90])[OH:89])[OH:88], predict the reactants needed to synthesize it. The reactants are: C([O-])(=O)CC(CC([O-])=O)(C([O-])=O)O.[Na+].[Na+].[Na+].C[C@]1(O)[C@@H]2C(=C(O)[C@]3(O)C(=O)C(C(N)=O)=C(O)[C@@H](N(C)C)[C@@H]3C2)C(=O)C2C(O)=CC=CC1=2.C[C@@H]1C[C@@H]([C@H](O)CC2CC(=O)NC(=O)C2)C(=O)[C@@H](C)C1.[CH2:69]([OH:91])[C@H:70]1[O:75][C@@H:74]([O:76][C@H]2[C@H](O)[C@@H](O)[C@H](O)O[C@@H]2CO)[C@H:73]([OH:88])[C@@H:72]([OH:89])[C@@H:71]1[OH:90]. (8) Given the product [Br:1][C:2]1[CH:7]=[CH:6][C:5]([C:8](=[N:22][O:23][CH2:24][CH3:25])[CH:9]2[CH2:10][CH2:11][N:12]([C:15]3([CH3:21])[CH2:20][CH2:19][N:18]([C:42]([C:40]4[C:39]5[C:34](=[CH:35][CH:36]=[CH:37][CH:38]=5)[N:33]=[C:32]([C:26]5[CH:31]=[CH:30][CH:29]=[CH:28][CH:27]=5)[CH:41]=4)=[O:43])[CH2:17][CH2:16]3)[CH2:13][CH2:14]2)=[CH:4][CH:3]=1, predict the reactants needed to synthesize it. The reactants are: [Br:1][C:2]1[CH:7]=[CH:6][C:5]([C:8](=[N:22][O:23][CH2:24][CH3:25])[CH:9]2[CH2:14][CH2:13][N:12]([C:15]3([CH3:21])[CH2:20][CH2:19][NH:18][CH2:17][CH2:16]3)[CH2:11][CH2:10]2)=[CH:4][CH:3]=1.[C:26]1([C:32]2[CH:41]=[C:40]([C:42](O)=[O:43])[C:39]3[C:34](=[CH:35][CH:36]=[CH:37][CH:38]=3)[N:33]=2)[CH:31]=[CH:30][CH:29]=[CH:28][CH:27]=1.CCN(CC)CC.CN(C(ON1N=NC2C=CC=NC1=2)=[N+](C)C)C.F[P-](F)(F)(F)(F)F.